From a dataset of Reaction yield outcomes from USPTO patents with 853,638 reactions. Predict the reaction yield, written as a fraction of the theoretical maximum amount of product (1.0 means a 100% yield; for example, 0.34 means a 34% yield). (1) The reactants are [CH3:1][O:2][C:3]([CH2:5][O:6][C:7](=[O:19])[CH2:8][O:9][C:10]1[CH:15]=[CH:14][C:13]([N+:16]([O-])=O)=[CH:12][CH:11]=1)=[O:4]. The catalyst is CN(C)C=O.[Pd]. The product is [CH3:1][O:2][C:3]([CH2:5][O:6][C:7](=[O:19])[CH2:8][O:9][C:10]1[CH:11]=[CH:12][C:13]([NH2:16])=[CH:14][CH:15]=1)=[O:4]. The yield is 0.730. (2) The reactants are [F:1][C:2]1[CH:3]=[CH:4][C:5]2[N:6]([C:8]([C:11](=[NH:13])[NH2:12])=[CH:9][N:10]=2)[CH:7]=1.CN(C)/[CH:16]=[C:17](\[N+:23]([O-:25])=[O:24])/[C:18](OCC)=[O:19].C(N(CC)CC)C.C(=O)([O-])[O-].[K+].[K+]. The catalyst is C(O)C. The product is [F:1][C:2]1[CH:3]=[CH:4][C:5]2[N:6]([C:8]([C:11]3[NH:12][C:18](=[O:19])[C:17]([N+:23]([O-:25])=[O:24])=[CH:16][N:13]=3)=[CH:9][N:10]=2)[CH:7]=1. The yield is 0.780.